From a dataset of Full USPTO retrosynthesis dataset with 1.9M reactions from patents (1976-2016). Predict the reactants needed to synthesize the given product. (1) Given the product [F:32][C:33]1([F:37])[CH2:36][N:35]([C:2]2[N:10]=[C:9]([N:11]3[C:15]4[CH:16]=[C:17]([C:20]#[N:21])[CH:18]=[CH:19][C:14]=4[N:13]=[CH:12]3)[N:8]=[C:7]3[C:3]=2[NH:4][C:5](=[O:30])[N:6]3[CH:22]([C:24]2[CH:25]=[N:26][CH:27]=[CH:28][CH:29]=2)[CH3:23])[CH2:34]1, predict the reactants needed to synthesize it. The reactants are: Cl[C:2]1[N:10]=[C:9]([N:11]2[C:15]3[CH:16]=[C:17]([C:20]#[N:21])[CH:18]=[CH:19][C:14]=3[N:13]=[CH:12]2)[N:8]=[C:7]2[C:3]=1[NH:4][C:5](=[O:30])[N:6]2[CH:22]([C:24]1[CH:25]=[N:26][CH:27]=[CH:28][CH:29]=1)[CH3:23].Cl.[F:32][C:33]1([F:37])[CH2:36][NH:35][CH2:34]1. (2) Given the product [N:9]1([S:6]([N:27]2[CH2:28][CH2:29][N:30]([C:32]3[C:33]4[CH:40]=[CH:39][NH:38][C:34]=4[N:35]=[CH:36][N:37]=3)[CH2:31][C:26]32[CH2:24][CH2:25]3)(=[O:8])=[O:7])[CH2:14][CH2:13][CH2:12][CH2:11][CH2:10]1, predict the reactants needed to synthesize it. The reactants are: N1([S:6]([N:9]2[CH2:14][CH2:13][CH2:12][CH2:11][CH2:10]2)(=[O:8])=[O:7])C=CN=C1.COS(C(F)(F)F)(=O)=O.[CH2:24]1[C:26]2([CH2:31][N:30]([C:32]3[C:33]4[CH:40]=[CH:39][NH:38][C:34]=4[N:35]=[CH:36][N:37]=3)[CH2:29][CH2:28][NH:27]2)[CH2:25]1. (3) Given the product [CH2:1]([O:3][N:4]1[C:5]([CH3:13])([CH3:14])[CH2:6][C:7]([C:23]#[N:25])([O:12][Si:16]([CH3:18])([CH3:17])[CH3:15])[CH2:8][C:9]1([CH3:11])[CH3:10])[CH3:2], predict the reactants needed to synthesize it. The reactants are: [CH2:1]([O:3][N:4]1[C:9]([CH3:11])([CH3:10])[CH2:8][C:7](=[O:12])[CH2:6][C:5]1([CH3:14])[CH3:13])[CH3:2].[CH3:15][Si:16](C#N)([CH3:18])[CH3:17].II.[C:23](#[N:25])C. (4) Given the product [S:33]([C:30]1[CH:31]=[CH:32][C:27]([CH3:37])=[CH:28][CH:29]=1)([O:9][CH2:8][CH2:7][CH2:6][CH2:5][CH2:4][CH2:3][C:2]([F:26])([F:1])[C:10]([F:24])([F:25])[C:11]([F:22])([F:23])[C:12]([F:20])([F:21])[C:13]([F:18])([F:19])[C:14]([F:15])([F:16])[F:17])(=[O:35])=[O:34], predict the reactants needed to synthesize it. The reactants are: [F:1][C:2]([F:26])([C:10]([F:25])([F:24])[C:11]([F:23])([F:22])[C:12]([F:21])([F:20])[C:13]([F:19])([F:18])[C:14]([F:17])([F:16])[F:15])[CH2:3][CH2:4][CH2:5][CH2:6][CH2:7][CH2:8][OH:9].[C:27]1([CH3:37])[CH:32]=[CH:31][C:30]([S:33](Cl)(=[O:35])=[O:34])=[CH:29][CH:28]=1.O. (5) Given the product [CH3:35][N:36]1[CH2:41][CH2:40][N:39]([C:2]2[CH:7]=[N:6][C:5]([C:8]3[O:16][C:11]4=[CH:12][N:13]=[CH:14][CH:15]=[C:10]4[C:9]=3[OH:17])=[N:4][CH:3]=2)[CH2:38][CH2:37]1, predict the reactants needed to synthesize it. The reactants are: Br[C:2]1[CH:3]=[N:4][C:5]([C:8]2[O:16][C:11]3=[CH:12][N:13]=[CH:14][CH:15]=[C:10]3[C:9]=2[O:17][Si](C(C)(C)C)(C2C=CC=CC=2)C2C=CC=CC=2)=[N:6][CH:7]=1.[CH3:35][N:36]1[CH2:41][CH2:40][NH:39][CH2:38][CH2:37]1.CC(C1C=C(C(C)C)C(C2C=CC=CC=2P(C2CCCCC2)C2CCCCC2)=C(C(C)C)C=1)C.CC([O-])(C)C.[Na+]. (6) The reactants are: [Cl:1][C:2]1[CH:3]=[C:4]([O:23][CH2:24][CH:25]=[C:26]([Cl:28])[Cl:27])[CH:5]=[C:6]([Cl:22])[C:7]=1[O:8][CH2:9][CH2:10][CH2:11][CH2:12][O:13][CH2:14][CH:15](OCC)[O:16]CC.C(O)(=O)C.Cl. Given the product [Cl:1][C:2]1[CH:3]=[C:4]([O:23][CH2:24][CH:25]=[C:26]([Cl:28])[Cl:27])[CH:5]=[C:6]([Cl:22])[C:7]=1[O:8][CH2:9][CH2:10][CH2:11][CH2:12][O:13][CH2:14][CH:15]=[O:16], predict the reactants needed to synthesize it. (7) Given the product [CH:14]([O:17][C:18]([C:20]1([CH2:27][CH:28]([CH2:31][CH3:32])[CH2:29][CH3:30])[CH2:25][CH2:24][CH2:23][CH2:22][CH2:21]1)=[O:19])([CH3:16])[CH3:15], predict the reactants needed to synthesize it. The reactants are: C(NC(C)C)(C)C.CCCCCC.[CH:14]([O:17][C:18]([CH:20]1[CH2:25][CH2:24][CH2:23][CH2:22][CH2:21]1)=[O:19])([CH3:16])[CH3:15].Br[CH2:27][CH:28]([CH2:31][CH3:32])[CH2:29][CH3:30].Cl.